From a dataset of Reaction yield outcomes from USPTO patents with 853,638 reactions. Predict the reaction yield, written as a fraction of the theoretical maximum amount of product (1.0 means a 100% yield; for example, 0.34 means a 34% yield). The reactants are [N:1]1([C:6]2[CH:13]=[CH:12][CH:11]=[CH:10][C:7]=2[CH:8]=[O:9])[CH:5]=[CH:4][CH:3]=[N:2]1.[F:14][C:15]([Si](C)(C)C)([F:17])[F:16]. The catalyst is C1COCC1.[F-].C([N+](CCCC)(CCCC)CCCC)CCC. The product is [F:14][C:15]([F:17])([F:16])[CH:8]([C:7]1[CH:10]=[CH:11][CH:12]=[CH:13][C:6]=1[N:1]1[CH:5]=[CH:4][CH:3]=[N:2]1)[OH:9]. The yield is 0.930.